This data is from Reaction yield outcomes from USPTO patents with 853,638 reactions. The task is: Predict the reaction yield, written as a fraction of the theoretical maximum amount of product (1.0 means a 100% yield; for example, 0.34 means a 34% yield). The reactants are [OH:1][C:2]1[CH:6]=[C:5]([CH3:7])[N:4]([C:8]2[CH:17]=[CH:16][C:15]3[C:10](=[CH:11][CH:12]=[CH:13][C:14]=3[O:18][CH3:19])[CH:9]=2)[N:3]=1.C([O-])([O-])=O.[K+].[K+].[Na+].[I-].Cl[CH2:29][CH2:30][N:31]1[CH2:36][CH2:35][O:34][CH2:33][CH2:32]1. The catalyst is CN(C)C=O. The product is [CH3:19][O:18][C:14]1[CH:13]=[CH:12][CH:11]=[C:10]2[C:15]=1[CH:16]=[CH:17][C:8]([N:4]1[C:5]([CH3:7])=[CH:6][C:2]([O:1][CH2:29][CH2:30][N:31]3[CH2:36][CH2:35][O:34][CH2:33][CH2:32]3)=[N:3]1)=[CH:9]2. The yield is 0.940.